From a dataset of Full USPTO retrosynthesis dataset with 1.9M reactions from patents (1976-2016). Predict the reactants needed to synthesize the given product. (1) Given the product [CH3:11][O:12][C:13](=[O:31])[CH2:14][C:15]1[CH:20]=[C:19]([Br:21])[C:18]([O:22][C:23]2[CH:28]=[CH:27][C:26]([OH:29])=[C:25]([CH:34]=[O:35])[CH:24]=2)=[C:17]([Br:30])[CH:16]=1, predict the reactants needed to synthesize it. The reactants are: C1N2CN3CN(C2)CN1C3.[CH3:11][O:12][C:13](=[O:31])[CH2:14][C:15]1[CH:20]=[C:19]([Br:21])[C:18]([O:22][C:23]2[CH:28]=[CH:27][C:26]([OH:29])=[CH:25][CH:24]=2)=[C:17]([Br:30])[CH:16]=1.FC(F)(F)[C:34](O)=[O:35].Cl. (2) Given the product [N+:12]([C:15]1[CH:20]=[CH:19][C:18]([CH2:21][CH2:22][N:23]2[CH2:28][CH2:27][N:26]([CH2:2][CH2:3][C:4]3[CH:11]=[CH:10][C:7]([C:8]#[N:9])=[CH:6][CH:5]=3)[CH2:25][C:24]2=[O:29])=[CH:17][CH:16]=1)([O-:14])=[O:13], predict the reactants needed to synthesize it. The reactants are: O=[CH:2][CH2:3][C:4]1[CH:11]=[CH:10][C:7]([C:8]#[N:9])=[CH:6][CH:5]=1.[N+:12]([C:15]1[CH:20]=[CH:19][C:18]([CH2:21][CH2:22][N:23]2[CH2:28][CH2:27][NH:26][CH2:25][C:24]2=[O:29])=[CH:17][CH:16]=1)([O-:14])=[O:13].C(O)C.C([BH3-])#N.[Na+]. (3) Given the product [OH:12][C:13]1[N:1]([C:3]2[CH:8]=[C:7]([C:9]#[N:10])[CH:6]=[CH:5][N:4]=2)[N:2]=[C:15]([CH2:16][O:18][CH3:19])[CH:14]=1, predict the reactants needed to synthesize it. The reactants are: [NH:1]([C:3]1[CH:8]=[C:7]([C:9]#[N:10])[CH:6]=[CH:5][N:4]=1)[NH2:2].C[O:12][CH2:13][C:14](=O)[CH2:15][C:16]([O:18][CH3:19])=O. (4) Given the product [F:1][C:2]([F:7])([F:6])[C:3]([OH:5])=[O:4].[NH:8]1[CH:12]=[C:11]([CH2:13][CH2:14][CH2:15][CH2:16][CH2:17][C:18]([OH:20])=[O:19])[N:10]=[CH:9]1, predict the reactants needed to synthesize it. The reactants are: [F:1][C:2]([F:7])([F:6])[C:3]([OH:5])=[O:4].[NH:8]1[CH:12]=[C:11]([CH:13]=[CH:14][CH2:15][CH2:16][CH2:17][C:18]([OH:20])=[O:19])[N:10]=[CH:9]1. (5) Given the product [CH3:34][S:35]([NH:38][C:27](=[O:29])[C:26]1[CH:25]=[CH:24][C:23]([CH2:22][N:19]2[CH2:18][CH2:17][CH:16]([CH2:15][N:5]([C@@H:6]3[CH2:8][C@H:7]3[C:9]3[CH:14]=[CH:13][CH:12]=[CH:11][CH:10]=3)[C:3](=[O:4])[C:2]([F:32])([F:1])[F:33])[CH2:21][CH2:20]2)=[CH:31][CH:30]=1)(=[O:37])=[O:36], predict the reactants needed to synthesize it. The reactants are: [F:1][C:2]([F:33])([F:32])[C:3]([N:5]([CH2:15][CH:16]1[CH2:21][CH2:20][N:19]([CH2:22][C:23]2[CH:31]=[CH:30][C:26]([C:27]([OH:29])=O)=[CH:25][CH:24]=2)[CH2:18][CH2:17]1)[C@@H:6]1[CH2:8][C@H:7]1[C:9]1[CH:14]=[CH:13][CH:12]=[CH:11][CH:10]=1)=[O:4].[CH3:34][S:35]([NH2:38])(=[O:37])=[O:36].C(Cl)CCl. (6) Given the product [CH3:11][O:10][C:8]([C:4]12[CH2:7][C:1]([C:12]([OH:14])=[O:13])([CH2:6][CH2:5]1)[CH2:2][CH2:3]2)=[O:9], predict the reactants needed to synthesize it. The reactants are: [C:1]12([C:12]([O:14]C)=[O:13])[CH2:7][C:4]([C:8]([O:10][CH3:11])=[O:9])([CH2:5][CH2:6]1)[CH2:3][CH2:2]2.[OH-].[K+].O.